Dataset: Forward reaction prediction with 1.9M reactions from USPTO patents (1976-2016). Task: Predict the product of the given reaction. (1) Given the reactants OO.[CH2:3]([C:5]1[N:6]=[N+:7]([O-:25])[C:8]2[CH:17]=[C:16]3[C:12]([CH2:13][CH:14]([CH2:18][N:19]4[CH2:24][CH2:23][O:22][CH2:21][CH2:20]4)[CH2:15]3)=[CH:11][C:9]=2[N:10]=1)[CH3:4].C(OC(C(F)(F)F)=O)(C(F)(F)F)=[O:27].C(O)(C(F)(F)F)=O.C([O-])([O-])=O.[Na+].[Na+], predict the reaction product. The product is: [CH2:3]([C:5]1[N:6]=[N+:7]([O-:25])[C:8]2[CH:17]=[C:16]3[C:12]([CH2:13][CH:14]([CH2:18][N:19]4[CH2:20][CH2:21][O:22][CH2:23][CH2:24]4)[CH2:15]3)=[CH:11][C:9]=2[N+:10]=1[O-:27])[CH3:4]. (2) Given the reactants [C:1]([C:5]1[O:6][CH:7]=[C:8]([C@@H:10]2[CH2:15][CH2:14][C@H:13]([F:16])[CH2:12][C@H:11]2[C:17]([O:19][CH3:20])=[O:18])[N:9]=1)([CH3:4])([CH3:3])[CH3:2].C1C(=O)N([Br:28])C(=O)C1, predict the reaction product. The product is: [Br:28][C:7]1[O:6][C:5]([C:1]([CH3:4])([CH3:2])[CH3:3])=[N:9][C:8]=1[C@@H:10]1[CH2:15][CH2:14][C@H:13]([F:16])[CH2:12][C@H:11]1[C:17]([O:19][CH3:20])=[O:18]. (3) Given the reactants [CH2:1]([O:8][C:9]([NH:11][C:12]1[CH:13]=[CH:14][C:15]2[CH2:21][CH2:20][CH2:19][N:18](C(OC(C)(C)C)=O)[CH2:17][C:16]=2[CH:29]=1)=[O:10])[C:2]1[CH:7]=[CH:6][CH:5]=[CH:4][CH:3]=1, predict the reaction product. The product is: [CH2:17]1[C:16]2[CH:29]=[C:12]([NH:11][C:9](=[O:10])[O:8][CH2:1][C:2]3[CH:3]=[CH:4][CH:5]=[CH:6][CH:7]=3)[CH:13]=[CH:14][C:15]=2[CH2:21][CH2:20][CH2:19][NH:18]1. (4) Given the reactants [Cl:1][C:2]1[N:3]=[CH:4][C:5]([C:8]([O:10]C)=O)=[N:6][CH:7]=1.[NH3:12], predict the reaction product. The product is: [Cl:1][C:2]1[N:3]=[CH:4][C:5]([C:8]([NH2:12])=[O:10])=[N:6][CH:7]=1. (5) Given the reactants C([O:8][C:9](=[O:41])[C@H:10]([CH2:26][CH2:27][CH2:28][CH2:29][NH:30][C:31]([O:33][CH2:34][C:35]1[CH:40]=[CH:39][CH:38]=[CH:37][CH:36]=1)=[O:32])[N:11]([CH2:22][CH:23]([CH3:25])[CH3:24])[S:12]([C:15]1[CH:20]=[CH:19][C:18]([Br:21])=[CH:17][CH:16]=1)(=[O:14])=[O:13])C1C=CC=CC=1.[CH:42]1[C:54]2C(COC(ON3C(=O)CCC3=O)=O)C3[C:47](=CC=CC=3)[C:46]=2[CH:45]=[CH:44][CH:43]=1, predict the reaction product. The product is: [CH2:22]([N:11]([S:12]([C:15]1[CH:20]=[CH:19][C:18]([Br:21])=[CH:17][CH:16]=1)(=[O:13])=[O:14])[C@H:10]([C:9]([OH:8])=[O:41])[CH2:26][CH2:27][CH2:28][CH2:29][NH:30][C:31]([O:33][CH2:34][CH:35]1[C:36]2[CH:37]=[CH:38][CH:39]=[CH:40][C:47]=2[C:46]2[C:45]1=[CH:44][CH:43]=[CH:42][CH:54]=2)=[O:32])[CH:23]([CH3:25])[CH3:24]. (6) Given the reactants CO[C:3]([C:5]1[S:9][C:8]([C:10]2[CH:15]=[CH:14][C:13]([C:16]([F:19])([F:18])[F:17])=[CH:12][CH:11]=2)=[N:7][C:6]=1[CH:20]([CH3:22])[CH3:21])=[O:4].Cl.[CH3:24][O:25][NH2:26].[CH:27]([Mg]Cl)(C)C.[Cl-].[NH4+], predict the reaction product. The product is: [CH3:24][O:25][N:26]([CH3:27])[C:3]([C:5]1[S:9][C:8]([C:10]2[CH:11]=[CH:12][C:13]([C:16]([F:17])([F:19])[F:18])=[CH:14][CH:15]=2)=[N:7][C:6]=1[CH:20]([CH3:22])[CH3:21])=[O:4].